Regression. Given a peptide amino acid sequence and an MHC pseudo amino acid sequence, predict their binding affinity value. This is MHC class I binding data. From a dataset of Peptide-MHC class I binding affinity with 185,985 pairs from IEDB/IMGT. (1) The peptide sequence is RPMTFKAAV. The MHC is HLA-A29:02 with pseudo-sequence HLA-A29:02. The binding affinity (normalized) is 0. (2) The peptide sequence is KELKETLLH. The MHC is HLA-B46:01 with pseudo-sequence HLA-B46:01. The binding affinity (normalized) is 0.0847. (3) The peptide sequence is WTVNDIQKL. The MHC is HLA-B40:01 with pseudo-sequence HLA-B40:01. The binding affinity (normalized) is 0. (4) The peptide sequence is LPGPDTRHL. The MHC is HLA-A03:01 with pseudo-sequence HLA-A03:01. The binding affinity (normalized) is 0. (5) The peptide sequence is IVAPYLFWL. The MHC is HLA-B39:01 with pseudo-sequence HLA-B39:01. The binding affinity (normalized) is 0.0847.